Dataset: CYP1A2 inhibition data for predicting drug metabolism from PubChem BioAssay. Task: Regression/Classification. Given a drug SMILES string, predict its absorption, distribution, metabolism, or excretion properties. Task type varies by dataset: regression for continuous measurements (e.g., permeability, clearance, half-life) or binary classification for categorical outcomes (e.g., BBB penetration, CYP inhibition). Dataset: cyp1a2_veith. (1) The drug is Cc1cc(C)cc(Oc2coc3cc(OC(=O)c4cccs4)ccc3c2=O)c1. The result is 1 (inhibitor). (2) The compound is COc1ccc(/C=C(/C(=O)Nc2ccccc2C(=O)NC(C)C)c2ccccc2)cc1. The result is 1 (inhibitor). (3) The molecule is C/C(Cl)=C\Cn1c(N2CCCC2)nc2c1c(=O)[nH]c(=O)n2C. The result is 1 (inhibitor).